From a dataset of Catalyst prediction with 721,799 reactions and 888 catalyst types from USPTO. Predict which catalyst facilitates the given reaction. Reactant: [C:1]([C:3]1[CH:4]=[C:5]([C:13]2[O:17][N:16]=[C:15]([C:18]3[CH:19]=[C:20]4[C:24](=[CH:25][C:26]=3[O:27][CH3:28])[N:23]([CH2:29][CH2:30][CH2:31][C:32]([O:34]CC)=[O:33])[N:22]=[CH:21]4)[N:14]=2)[CH:6]=[CH:7][C:8]=1[O:9][CH:10]([CH3:12])[CH3:11])#[N:2].[OH-].[Na+].Cl. Product: [C:1]([C:3]1[CH:4]=[C:5]([C:13]2[O:17][N:16]=[C:15]([C:18]3[CH:19]=[C:20]4[C:24](=[CH:25][C:26]=3[O:27][CH3:28])[N:23]([CH2:29][CH2:30][CH2:31][C:32]([OH:34])=[O:33])[N:22]=[CH:21]4)[N:14]=2)[CH:6]=[CH:7][C:8]=1[O:9][CH:10]([CH3:12])[CH3:11])#[N:2]. The catalyst class is: 854.